Dataset: Peptide-MHC class I binding affinity with 185,985 pairs from IEDB/IMGT. Task: Regression. Given a peptide amino acid sequence and an MHC pseudo amino acid sequence, predict their binding affinity value. This is MHC class I binding data. The peptide sequence is IHSDQLSKF. The MHC is HLA-A26:03 with pseudo-sequence HLA-A26:03. The binding affinity (normalized) is 0.0847.